This data is from Reaction yield outcomes from USPTO patents with 853,638 reactions. The task is: Predict the reaction yield, written as a fraction of the theoretical maximum amount of product (1.0 means a 100% yield; for example, 0.34 means a 34% yield). (1) The reactants are Cl[C:2]1[C:3]([F:25])=[C:4]([CH2:8][C:9]2[N:10]=[C:11]3[S:18][C:17]([CH3:19])=[C:16]([C:20]([NH:22][CH2:23][CH3:24])=[O:21])[N:12]3[C:13](=[O:15])[CH:14]=2)[CH:5]=[CH:6][CH:7]=1.O.[CH:27]1(B(O)O)[CH2:29][CH2:28]1.C1(P(C2CCCCC2)C2CCCCC2)CCCCC1. The catalyst is O1CCOCC1.C([O-])(=O)C.[Pd+2].C([O-])(=O)C.CC#N. The product is [CH:27]1([C:2]2[C:3]([F:25])=[C:4]([CH2:8][C:9]3[N:10]=[C:11]4[S:18][C:17]([CH3:19])=[C:16]([C:20]([NH:22][CH2:23][CH3:24])=[O:21])[N:12]4[C:13](=[O:15])[CH:14]=3)[CH:5]=[CH:6][CH:7]=2)[CH2:29][CH2:28]1. The yield is 0.240. (2) The reactants are [NH2:1][C@@H:2]([CH3:15])[CH2:3][O:4][C:5]1[CH:14]=[CH:13][C:8]([C:9]([O:11][CH3:12])=[O:10])=[CH:7][CH:6]=1.CCN(CC)CC.[C:23](O[C:23]([C:25]([F:28])([F:27])[F:26])=[O:24])([C:25]([F:28])([F:27])[F:26])=[O:24]. The catalyst is C1COCC1.Cl. The product is [F:26][C:25]([F:28])([F:27])[C:23]([NH:1][C@@H:2]([CH3:15])[CH2:3][O:4][C:5]1[CH:14]=[CH:13][C:8]([C:9]([O:11][CH3:12])=[O:10])=[CH:7][CH:6]=1)=[O:24]. The yield is 0.690.